From a dataset of Forward reaction prediction with 1.9M reactions from USPTO patents (1976-2016). Predict the product of the given reaction. (1) Given the reactants [Cl:1][C:2]1[CH:7]=[CH:6][C:5]([C:8]2[N:13]=[C:12]([C:14]3[C:22]4[C:17](=[CH:18][CH:19]=[C:20]([C:23]5[S:27][C:26]([NH:28][CH2:29][C:30]6[CH:35]=[CH:34][C:33]([O:36][CH3:37])=[CH:32][CH:31]=6)=[N:25][N:24]=5)[CH:21]=4)[N:16](S(C4C=CC(C)=CC=4)(=O)=O)[CH:15]=3)[CH:11]=[CH:10][CH:9]=2)=[CH:4][CH:3]=1.[OH-].[K+], predict the reaction product. The product is: [Cl:1][C:2]1[CH:7]=[CH:6][C:5]([C:8]2[N:13]=[C:12]([C:14]3[C:22]4[C:17](=[CH:18][CH:19]=[C:20]([C:23]5[S:27][C:26]([NH:28][CH2:29][C:30]6[CH:31]=[CH:32][C:33]([O:36][CH3:37])=[CH:34][CH:35]=6)=[N:25][N:24]=5)[CH:21]=4)[NH:16][CH:15]=3)[CH:11]=[CH:10][CH:9]=2)=[CH:4][CH:3]=1. (2) Given the reactants [F-].C([N+](CCCC)(CCCC)CCCC)CCC.[N-]=C=O.[CH2:22]([O:29][C:30]1[CH:31]=[C:32](/[CH:50]=[CH:51]/[CH2:52][CH2:53][N:54]2[C:62](=[O:63])[C:61]3[C:56](=[CH:57][CH:58]=[CH:59][CH:60]=3)[C:55]2=[O:64])[CH:33]=[CH:34][C:35]=1[N:36]1[CH2:40][C:39](=[O:41])[N:38](CC[Si](C)(C)C)[S:37]1(=[O:49])=[O:48])[C:23]1[CH:28]=[CH:27][CH:26]=[CH:25][CH:24]=1, predict the reaction product. The product is: [CH2:22]([O:29][C:30]1[CH:31]=[C:32](/[CH:50]=[CH:51]/[CH2:52][CH2:53][N:54]2[C:55](=[O:64])[C:56]3[C:61](=[CH:60][CH:59]=[CH:58][CH:57]=3)[C:62]2=[O:63])[CH:33]=[CH:34][C:35]=1[N:36]1[CH2:40][C:39](=[O:41])[NH:38][S:37]1(=[O:48])=[O:49])[C:23]1[CH:28]=[CH:27][CH:26]=[CH:25][CH:24]=1. (3) Given the reactants [NH2:1][C:2]1[N:7]=[CH:6][N:5]=[C:4]2[N:8]([C@H:18]3[CH2:23][CH2:22][C@@H:21]([N:24]4[CH2:29][CH2:28][N:27]([CH3:30])[CH2:26][CH2:25]4)[CH2:20][CH2:19]3)[N:9]=[C:10]([C:11]3[CH:16]=[CH:15][C:14]([OH:17])=[CH:13][CH:12]=3)[C:3]=12.F[C:32]1[CH:39]=[CH:38][CH:37]=[C:36]([S:40][C:41]2[CH:46]=[CH:45][C:44]([CH3:47])=[CH:43][CH:42]=2)[C:33]=1[C:34]#[N:35].C(=O)([O-])[O-].[K+].[K+].[OH-].[Na+], predict the reaction product. The product is: [NH2:1][C:2]1[N:7]=[CH:6][N:5]=[C:4]2[N:8]([C@H:18]3[CH2:23][CH2:22][C@@H:21]([N:24]4[CH2:25][CH2:26][N:27]([CH3:30])[CH2:28][CH2:29]4)[CH2:20][CH2:19]3)[N:9]=[C:10]([C:11]3[CH:16]=[CH:15][C:14]([O:17][C:32]4[CH:39]=[CH:38][CH:37]=[C:36]([S:40][C:41]5[CH:42]=[CH:43][C:44]([CH3:47])=[CH:45][CH:46]=5)[C:33]=4[C:34]#[N:35])=[CH:13][CH:12]=3)[C:3]=12. (4) Given the reactants C[O:2][C:3](=[O:32])[CH2:4][C:5]1[C:13]2[C:8](=[C:9]([Cl:14])[CH:10]=[CH:11][CH:12]=2)[NH:7][C:6]=1[C:15]1[CH:20]=[CH:19][C:18]([Cl:21])=[C:17]([S:22](=[O:31])(=[O:30])[NH:23][CH:24]2[CH2:29][CH2:28][CH2:27][CH2:26][CH2:25]2)[CH:16]=1.O.[OH-].[Li+].CCOC(C)=O, predict the reaction product. The product is: [Cl:14][C:9]1[CH:10]=[CH:11][CH:12]=[C:13]2[C:8]=1[NH:7][C:6]([C:15]1[CH:20]=[CH:19][C:18]([Cl:21])=[C:17]([S:22](=[O:30])(=[O:31])[NH:23][CH:24]3[CH2:25][CH2:26][CH2:27][CH2:28][CH2:29]3)[CH:16]=1)=[C:5]2[CH2:4][C:3]([OH:32])=[O:2].